Dataset: Reaction yield outcomes from USPTO patents with 853,638 reactions. Task: Predict the reaction yield, written as a fraction of the theoretical maximum amount of product (1.0 means a 100% yield; for example, 0.34 means a 34% yield). (1) The reactants are [F:1][C:2]([F:14])([F:13])[C:3]1[CH:12]=[CH:11][C:6]2[N:7]=[C:8]([NH2:10])[S:9][C:5]=2[CH:4]=1.[F:15][C:16]1[CH:17]=[C:18]([CH:22]=[CH:23][CH:24]=1)[C:19](Cl)=[O:20].Br[CH:26]([CH2:31][CH3:32])[C:27]([O:29]C)=[O:28].COC1C=CC2N=C(N)SC=2C=1.ClC1C=C(C=CC=1)C(Cl)=O.BrCC(OCC)=O. No catalyst specified. The product is [F:15][C:16]1[CH:17]=[C:18]([CH:22]=[CH:23][CH:24]=1)[C:19]([N:10]=[C:8]1[N:7]([CH:26]([CH2:31][CH3:32])[C:27]([OH:29])=[O:28])[C:6]2[CH:11]=[CH:12][C:3]([C:2]([F:1])([F:13])[F:14])=[CH:4][C:5]=2[S:9]1)=[O:20]. The yield is 0.110. (2) The reactants are C([O:8][C@H:9]1[C@H:14]([O:15][CH2:16]C2C=CC=CC=2)[C@@H:13]([O:23][CH2:24][C:25]2[CH:30]=[CH:29][CH:28]=[CH:27][CH:26]=2)[C@@:12]([C:33]2[CH:38]=[CH:37]C(Cl)=[C:35]([CH2:40][C:41]3[CH:46]=[CH:45][C:44]([O:47][CH2:48][CH3:49])=[CH:43][CH:42]=3)[CH:34]=2)(OC)[O:11][C@:10]1([CH:52]([OH:54])[CH3:53])[CH2:50][OH:51])C1C=CC=CC=1.[C:55]1([CH3:65])[CH:60]=[CH:59][C:58](S(O)(=O)=O)=[CH:57][CH:56]=1.Cl[CH2:67][Cl:68]. No catalyst specified. The product is [CH2:65]([O:8][C@H:9]1[C@H:14]([O:15][CH2:16][C:25]2[CH:30]=[CH:29][CH:28]=[CH:27][CH:26]=2)[C@@H:13]([O:23][CH2:24][C:25]2[CH:30]=[CH:29][CH:28]=[CH:27][CH:26]=2)[C@:12]2([C:33]3[CH:38]=[CH:37][C:67]([Cl:68])=[C:35]([CH2:40][C:41]4[CH:46]=[CH:45][C:44]([O:47][CH2:48][CH3:49])=[CH:43][CH:42]=4)[CH:34]=3)[O:11][C@@:10]1([CH2:50][OH:51])[CH:52]([CH3:53])[O:54]2)[C:55]1[CH:60]=[CH:59][CH:58]=[CH:57][CH:56]=1. The yield is 0.448.